This data is from NCI-60 drug combinations with 297,098 pairs across 59 cell lines. The task is: Regression. Given two drug SMILES strings and cell line genomic features, predict the synergy score measuring deviation from expected non-interaction effect. (1) Synergy scores: CSS=30.2, Synergy_ZIP=1.81, Synergy_Bliss=4.15, Synergy_Loewe=2.96, Synergy_HSA=3.12. Drug 2: COC1=C2C(=CC3=C1OC=C3)C=CC(=O)O2. Drug 1: CC(CN1CC(=O)NC(=O)C1)N2CC(=O)NC(=O)C2. Cell line: LOX IMVI. (2) Drug 1: C1CC(=O)NC(=O)C1N2CC3=C(C2=O)C=CC=C3N. Drug 2: CC1C(C(CC(O1)OC2CC(CC3=C2C(=C4C(=C3O)C(=O)C5=CC=CC=C5C4=O)O)(C(=O)C)O)N)O. Cell line: ACHN. Synergy scores: CSS=46.7, Synergy_ZIP=-1.02, Synergy_Bliss=-1.67, Synergy_Loewe=-37.0, Synergy_HSA=-1.60. (3) Drug 1: C1=NC2=C(N=C(N=C2N1C3C(C(C(O3)CO)O)F)Cl)N. Drug 2: CCN(CC)CCNC(=O)C1=C(NC(=C1C)C=C2C3=C(C=CC(=C3)F)NC2=O)C. Cell line: HS 578T. Synergy scores: CSS=8.74, Synergy_ZIP=-4.44, Synergy_Bliss=-3.87, Synergy_Loewe=-3.15, Synergy_HSA=-1.86. (4) Drug 1: C1CCN(CC1)CCOC2=CC=C(C=C2)C(=O)C3=C(SC4=C3C=CC(=C4)O)C5=CC=C(C=C5)O. Synergy scores: CSS=-4.14, Synergy_ZIP=1.45, Synergy_Bliss=-1.24, Synergy_Loewe=-3.37, Synergy_HSA=-3.02. Drug 2: CC1=C(C=C(C=C1)C(=O)NC2=CC(=CC(=C2)C(F)(F)F)N3C=C(N=C3)C)NC4=NC=CC(=N4)C5=CN=CC=C5. Cell line: SNB-19. (5) Drug 1: C1=NC2=C(N=C(N=C2N1C3C(C(C(O3)CO)O)O)F)N. Drug 2: CC1CCC2CC(C(=CC=CC=CC(CC(C(=O)C(C(C(=CC(C(=O)CC(OC(=O)C3CCCCN3C(=O)C(=O)C1(O2)O)C(C)CC4CCC(C(C4)OC)OCCO)C)C)O)OC)C)C)C)OC. Cell line: SR. Synergy scores: CSS=9.10, Synergy_ZIP=-5.05, Synergy_Bliss=-7.91, Synergy_Loewe=-7.71, Synergy_HSA=-9.04. (6) Drug 1: C1C(C(OC1N2C=NC(=NC2=O)N)CO)O. Drug 2: CC1CCCC2(C(O2)CC(NC(=O)CC(C(C(=O)C(C1O)C)(C)C)O)C(=CC3=CSC(=N3)C)C)C. Cell line: SF-539. Synergy scores: CSS=24.0, Synergy_ZIP=1.81, Synergy_Bliss=-5.94, Synergy_Loewe=-34.5, Synergy_HSA=-12.5. (7) Drug 1: CCCCCOC(=O)NC1=NC(=O)N(C=C1F)C2C(C(C(O2)C)O)O. Drug 2: C1=CC=C(C(=C1)C(C2=CC=C(C=C2)Cl)C(Cl)Cl)Cl. Cell line: UACC-257. Synergy scores: CSS=-4.59, Synergy_ZIP=1.24, Synergy_Bliss=3.93, Synergy_Loewe=0.201, Synergy_HSA=0.800. (8) Drug 1: CC1=C(C(CCC1)(C)C)C=CC(=CC=CC(=CC(=O)O)C)C. Drug 2: C1=NC(=NC(=O)N1C2C(C(C(O2)CO)O)O)N. Cell line: SN12C. Synergy scores: CSS=3.60, Synergy_ZIP=-5.36, Synergy_Bliss=-7.86, Synergy_Loewe=-9.31, Synergy_HSA=-7.11. (9) Drug 1: C1=C(C(=O)NC(=O)N1)F. Drug 2: C1=NC2=C(N1)C(=S)N=CN2. Cell line: NCI-H460. Synergy scores: CSS=44.2, Synergy_ZIP=-5.56, Synergy_Bliss=-11.7, Synergy_Loewe=-13.2, Synergy_HSA=-9.35. (10) Drug 1: C1CC(C1)(C(=O)O)C(=O)O.[NH2-].[NH2-].[Pt+2]. Drug 2: CC1C(C(CC(O1)OC2CC(CC3=C2C(=C4C(=C3O)C(=O)C5=CC=CC=C5C4=O)O)(C(=O)C)O)N)O. Cell line: SK-MEL-28. Synergy scores: CSS=58.9, Synergy_ZIP=-5.57, Synergy_Bliss=-4.30, Synergy_Loewe=-2.14, Synergy_HSA=-0.857.